This data is from Catalyst prediction with 721,799 reactions and 888 catalyst types from USPTO. The task is: Predict which catalyst facilitates the given reaction. (1) Reactant: Br[C:2]1[CH:3]=[C:4]2[C:9](=[C:10]([O:12][CH3:13])[CH:11]=1)[N:8]=[C:7]([Cl:14])[N:6]=[C:5]2[N:15]1[CH2:20][CH2:19][O:18][CH2:17][CH2:16]1.[B:21]1([B:21]2[O:25][C:24]([CH3:27])([CH3:26])[C:23]([CH3:29])([CH3:28])[O:22]2)[O:25][C:24]([CH3:27])([CH3:26])[C:23]([CH3:29])([CH3:28])[O:22]1.CC([O-])=O.[K+]. Product: [Cl:14][C:7]1[N:6]=[C:5]([N:15]2[CH2:20][CH2:19][O:18][CH2:17][CH2:16]2)[C:4]2[C:9](=[C:10]([O:12][CH3:13])[CH:11]=[C:2]([B:21]3[O:25][C:24]([CH3:27])([CH3:26])[C:23]([CH3:29])([CH3:28])[O:22]3)[CH:3]=2)[N:8]=1. The catalyst class is: 11. (2) Reactant: O=[C:2]([C:9]1[CH:14]=[CH:13][CH:12]=[CH:11][CH:10]=1)[CH2:3][CH:4]([C:7]#[N:8])[C:5]#[N:6].[F:15][C:16]1[CH:22]=[CH:21][C:19]([NH2:20])=[CH:18][CH:17]=1.Cl.C(=O)([O-])[O-].[Na+].[Na+]. Product: [NH2:6][C:5]1[N:20]([C:19]2[CH:21]=[CH:22][C:16]([F:15])=[CH:17][CH:18]=2)[C:2]([C:9]2[CH:14]=[CH:13][CH:12]=[CH:11][CH:10]=2)=[CH:3][C:4]=1[C:7]#[N:8]. The catalyst class is: 8.